Dataset: Reaction yield outcomes from USPTO patents with 853,638 reactions. Task: Predict the reaction yield, written as a fraction of the theoretical maximum amount of product (1.0 means a 100% yield; for example, 0.34 means a 34% yield). (1) The reactants are [NH:1]1[CH2:6][CH2:5][CH2:4][CH:3]([OH:7])[CH2:2]1.Cl[C:9]1[C:18]2[C:13](=[CH:14][C:15]([O:21][CH3:22])=[C:16]([O:19][CH3:20])[CH:17]=2)[N:12]=[CH:11][N:10]=1.CN1CCOCC1.[N-]=C=O.[CH:33]([C:36]1[CH:41]=[CH:40][C:39]([N:42]=[C:43]=[O:44])=[CH:38][CH:37]=1)([CH3:35])[CH3:34]. The catalyst is O1CCOCC1. The product is [CH3:20][O:19][C:16]1[CH:17]=[C:18]2[C:13](=[CH:14][C:15]=1[O:21][CH3:22])[N:12]=[CH:11][N:10]=[C:9]2[N:1]1[CH2:6][CH2:5][CH2:4][CH:3]([O:7][C:43](=[O:44])[NH:42][C:39]2[CH:40]=[CH:41][C:36]([CH:33]([CH3:34])[CH3:35])=[CH:37][CH:38]=2)[CH2:2]1. The yield is 0.700. (2) The reactants are [O:1]1[C:5]2[CH:6]=[CH:7][C:8]([C:10]3([C:13]([NH:15][C:16]4[CH:17]=[C:18]5[C:22](=[CH:23][CH:24]=4)[NH:21][C:20]([C:25]([CH3:28])([CH3:27])[CH3:26])=[CH:19]5)=[O:14])[CH2:12][CH2:11]3)=[CH:9][C:4]=2[O:3][CH2:2]1.[BH3-]C#N.[Na+]. The catalyst is C(O)(=O)C. The product is [O:1]1[C:5]2[CH:6]=[CH:7][C:8]([C:10]3([C:13]([NH:15][C:16]4[CH:17]=[C:18]5[C:22](=[CH:23][CH:24]=4)[NH:21][CH:20]([C:25]([CH3:28])([CH3:27])[CH3:26])[CH2:19]5)=[O:14])[CH2:12][CH2:11]3)=[CH:9][C:4]=2[O:3][CH2:2]1. The yield is 0.890. (3) The reactants are [CH3:1][C:2]([C:6]1[CH:11]=[CH:10][CH:9]=[C:8]([C:12]2[C:17]([CH3:18])=[CH:16][N:15]=[C:14]3[NH:19][N:20]=[CH:21][C:13]=23)[CH:7]=1)([CH3:5])[C:3]#[N:4].[H-].[Al+3].[Li+].[H-].[H-].[H-].CC#N. The catalyst is C1COCC1. The product is [CH3:5][C:2]([C:6]1[CH:11]=[CH:10][CH:9]=[C:8]([C:12]2[C:17]([CH3:18])=[CH:16][N:15]=[C:14]3[NH:19][N:20]=[CH:21][C:13]=23)[CH:7]=1)([CH3:1])[CH2:3][NH2:4]. The yield is 0.310. (4) The reactants are II.[CH2:3]([O:10][C:11]1[CH:18]=[CH:17][C:14]([CH:15]=O)=[C:13]([N+:19]([O-:21])=[O:20])[C:12]=1[O:22][CH3:23])[C:4]1[CH:9]=[CH:8][CH:7]=[CH:6][CH:5]=1.[OH-].[NH4+:25].S([O-])([O-])=O.[Na+].[Na+]. The catalyst is C1COCC1. The product is [CH2:3]([O:10][C:11]1[CH:18]=[CH:17][C:14]([C:15]#[N:25])=[C:13]([N+:19]([O-:21])=[O:20])[C:12]=1[O:22][CH3:23])[C:4]1[CH:9]=[CH:8][CH:7]=[CH:6][CH:5]=1. The yield is 0.950. (5) The reactants are [C:1]([O:5][C:6]([N:8]1[CH2:13][CH2:12][CH:11]([O:14][C:15]2[C:20]([F:21])=[CH:19][C:18]([C:22](=O)[CH2:23][CH2:24][C:25](OCC)=[O:26])=[CH:17][C:16]=2[F:31])[CH2:10][CH2:9]1)=[O:7])([CH3:4])([CH3:3])[CH3:2].O.[NH2:33][NH2:34]. The catalyst is C(O)(C)C. The product is [C:1]([O:5][C:6]([N:8]1[CH2:13][CH2:12][CH:11]([O:14][C:15]2[C:20]([F:21])=[CH:19][C:18]([C:22]3[CH2:23][CH2:24][C:25](=[O:26])[NH:34][N:33]=3)=[CH:17][C:16]=2[F:31])[CH2:10][CH2:9]1)=[O:7])([CH3:4])([CH3:3])[CH3:2]. The yield is 0.140. (6) The reactants are [Cl:1][C:2]1[CH:3]=[C:4]([CH:27]=[CH:28][C:29]=1[F:30])[NH:5][C:6]1[C:15]2[C:10](=[CH:11][C:12]([O:22][CH2:23][CH2:24][CH2:25]Cl)=[CH:13][C:14]=2[O:16][CH:17]2[CH2:21][CH2:20][O:19][CH2:18]2)[N:9]=[CH:8][N:7]=1.[NH:31]1[CH2:36][CH2:35][CH2:34][CH2:33][CH2:32]1. No catalyst specified. The product is [Cl:1][C:2]1[CH:3]=[C:4]([CH:27]=[CH:28][C:29]=1[F:30])[NH:5][C:6]1[C:15]2[C:10](=[CH:11][C:12]([O:22][CH2:23][CH2:24][CH2:25][N:31]3[CH2:36][CH2:35][CH2:34][CH2:33][CH2:32]3)=[CH:13][C:14]=2[O:16][CH:17]2[CH2:21][CH2:20][O:19][CH2:18]2)[N:9]=[CH:8][N:7]=1. The yield is 0.640. (7) The reactants are [NH2:1][C:2]1[N:10]=[CH:9][CH:8]=[CH:7][C:3]=1[C:4](O)=[O:5].[H-].[H-].[H-].[H-].[Li+].[Al+3].C1COCC1. No catalyst specified. The product is [NH2:1][C:2]1[C:3]([CH2:4][OH:5])=[CH:7][CH:8]=[CH:9][N:10]=1. The yield is 0.870. (8) The reactants are [F:1][C:2]1([F:17])[O:6][C:5]2[CH:7]=[CH:8][C:9]([C:11]3([C:14]([OH:16])=O)[CH2:13][CH2:12]3)=[CH:10][C:4]=2[O:3]1.[F:18][C:19]1[C:20]([NH2:33])=[CH:21][C:22]2[CH:23]=[C:24]3[C:30]([CH3:32])([CH3:31])[CH2:29][CH2:28][N:25]3[C:26]=2[CH:27]=1.CN(C(ON1N=NC2C=CC=NC1=2)=[N+](C)C)C.F[P-](F)(F)(F)(F)F.C(N(CC)CC)C. The catalyst is CN(C=O)C. The product is [F:17][C:2]1([F:1])[O:6][C:5]2[CH:7]=[CH:8][C:9]([C:11]3([C:14]([NH:33][C:20]4[C:19]([F:18])=[CH:27][C:26]5[N:25]6[CH2:28][CH2:29][C:30]([CH3:32])([CH3:31])[C:24]6=[CH:23][C:22]=5[CH:21]=4)=[O:16])[CH2:12][CH2:13]3)=[CH:10][C:4]=2[O:3]1. The yield is 0.650. (9) The reactants are Br[C:2]1[CH:10]=[CH:9][C:8]([CH3:11])=[CH:7][C:3]=1[C:4]([OH:6])=[O:5].[C:12]([C:15]1[CH:16]=[C:17](B(O)O)[CH:18]=[CH:19][CH:20]=1)([OH:14])=[O:13].C([O-])([O-])=O.[Na+].[Na+]. The catalyst is COCCOC.O.C1C=CC([P]([Pd]([P](C2C=CC=CC=2)(C2C=CC=CC=2)C2C=CC=CC=2)([P](C2C=CC=CC=2)(C2C=CC=CC=2)C2C=CC=CC=2)[P](C2C=CC=CC=2)(C2C=CC=CC=2)C2C=CC=CC=2)(C2C=CC=CC=2)C2C=CC=CC=2)=CC=1.CCOC(C)=O. The product is [CH3:11][C:8]1[CH:7]=[C:3]([C:4]([OH:6])=[O:5])[C:2]([C:19]2[CH:18]=[CH:17][CH:16]=[C:15]([C:12]([OH:14])=[O:13])[CH:20]=2)=[CH:10][CH:9]=1. The yield is 0.370. (10) The reactants are Cl[C:2]1[N:6]([CH3:7])[N:5]=[CH:4][C:3]=1[N+:8]([O-:10])=[O:9].[O:11]1[CH2:16][CH:15]=[C:14](B2OC(C)(C)C(C)(C)O2)[CH2:13][CH2:12]1. No catalyst specified. The product is [O:11]1[CH2:12][CH:13]=[C:14]([C:2]2[N:6]([CH3:7])[N:5]=[CH:4][C:3]=2[N+:8]([O-:10])=[O:9])[CH2:15][CH2:16]1. The yield is 0.650.